From a dataset of Full USPTO retrosynthesis dataset with 1.9M reactions from patents (1976-2016). Predict the reactants needed to synthesize the given product. (1) Given the product [CH2:1]([C@H:8]([NH:39][C:40](=[O:59])[C@H:41]([CH:56]([CH3:58])[CH3:57])[NH:42][C:43]([N:45]([CH2:47][C:48]1[N:49]=[C:50]([CH:53]([CH3:54])[CH3:55])[S:51][CH:52]=1)[CH3:46])=[O:44])[CH2:9][C@H:10]([O:29][CH:30]([O:64][P:60]([O-:63])([O-:62])=[O:61])[CH2:31][CH2:32][CH3:33])[C@@H:11]([NH:19][C:20]([O:22][CH2:23][C:24]1[S:28][CH:27]=[N:26][CH:25]=1)=[O:21])[CH2:12][C:13]1[CH:14]=[CH:15][CH:16]=[CH:17][CH:18]=1)[C:2]1[CH:7]=[CH:6][CH:5]=[CH:4][CH:3]=1.[Na+:77].[Na+:77], predict the reactants needed to synthesize it. The reactants are: [CH2:1]([C@H:8]([NH:39][C:40](=[O:59])[C@H:41]([CH:56]([CH3:58])[CH3:57])[NH:42][C:43]([N:45]([CH2:47][C:48]1[N:49]=[C:50]([CH:53]([CH3:55])[CH3:54])[S:51][CH:52]=1)[CH3:46])=[O:44])[CH2:9][C@H:10]([O:29][CH:30](SCCCC)[CH2:31][CH2:32][CH3:33])[C@@H:11]([NH:19][C:20]([O:22][CH2:23][C:24]1[S:28][CH:27]=[N:26][CH:25]=1)=[O:21])[CH2:12][C:13]1[CH:18]=[CH:17][CH:16]=[CH:15][CH:14]=1)[C:2]1[CH:7]=[CH:6][CH:5]=[CH:4][CH:3]=1.[P:60](=[O:64])([OH:63])([OH:62])[OH:61].IN1C(=O)CCC1=O.C([O-])([O-])=O.[Na+:77].[Na+]. (2) Given the product [C:1]([O:5][C:6](=[O:16])[NH:7][C@@H:8]1[CH2:13][CH2:12][C@@H:11]([CH:14]=[O:15])[O:10][CH2:9]1)([CH3:4])([CH3:2])[CH3:3], predict the reactants needed to synthesize it. The reactants are: [C:1]([O:5][C:6](=[O:16])[NH:7][C@@H:8]1[CH2:13][CH2:12][C@@H:11]([CH2:14][OH:15])[O:10][CH2:9]1)([CH3:4])([CH3:3])[CH3:2].CCN(C(C)C)C(C)C.N1C(=O)CC[C@H]1C(O)=O. (3) Given the product [CH2:4]([C:6]1[C:7]([C:14]2[CH:22]=[C:21]3[C:17]([C:18]([C:23]4[NH:24][C:25]5[CH2:30][CH2:29][N:28]([CH2:42][C:38]6[CH:37]=[C:36]7[C:41](=[CH:40][CH:39]=6)[N:32]=[CH:33][CH:34]=[CH:35]7)[CH2:27][C:26]=5[N:31]=4)=[N:19][NH:20]3)=[CH:16][CH:15]=2)=[CH:8][C:9]([F:13])=[C:10]([OH:12])[CH:11]=1)[CH3:5], predict the reactants needed to synthesize it. The reactants are: Br.Br.Br.[CH2:4]([C:6]1[C:7]([C:14]2[CH:22]=[C:21]3[C:17]([C:18]([C:23]4[NH:24][C:25]5[CH2:30][CH2:29][NH:28][CH2:27][C:26]=5[N:31]=4)=[N:19][NH:20]3)=[CH:16][CH:15]=2)=[CH:8][C:9]([F:13])=[C:10]([OH:12])[CH:11]=1)[CH3:5].[N:32]1[C:41]2[C:36](=[CH:37][C:38]([CH:42]=O)=[CH:39][CH:40]=2)[CH:35]=[CH:34][CH:33]=1.CCN(C(C)C)C(C)C.CC(O)=O. (4) Given the product [Cl:1][C:2]1[CH:17]=[CH:16][C:5]([CH2:6][O:7][NH2:8])=[CH:4][CH:3]=1, predict the reactants needed to synthesize it. The reactants are: [Cl:1][C:2]1[CH:17]=[CH:16][C:5]([CH2:6][O:7][NH:8]C(=O)OC(C)(C)C)=[CH:4][CH:3]=1. (5) Given the product [Cl:2][C:3]1[CH:4]=[C:5]([NH:10][C:11]2[C:16]([NH:17][N:18]=[CH:36][C:34]3[O:35][C:31]([C:27]4[CH:28]=[CH:29][CH:30]=[C:25]([N+:22]([O-:24])=[O:23])[CH:26]=4)=[CH:32][CH:33]=3)=[N:15][C:14]3=[N:19][O:20][N:21]=[C:13]3[N:12]=2)[CH:6]=[CH:7][C:8]=1[F:9], predict the reactants needed to synthesize it. The reactants are: Cl.[Cl:2][C:3]1[CH:4]=[C:5]([NH:10][C:11]2[C:16]([NH:17][NH2:18])=[N:15][C:14]3=[N:19][O:20][N:21]=[C:13]3[N:12]=2)[CH:6]=[CH:7][C:8]=1[F:9].[N+:22]([C:25]1[CH:26]=[C:27]([C:31]2[O:35][C:34]([CH:36]=O)=[CH:33][CH:32]=2)[CH:28]=[CH:29][CH:30]=1)([O-:24])=[O:23]. (6) Given the product [Cl:18][C:19]1[S:23][C:22]([CH:24]=[CH:25][S:26]([N:14]2[CH2:15][CH2:16][N:11]([CH2:10][CH2:9][NH:8][C:7]3[CH:6]=[CH:5][N:4]=[CH:3][C:2]=3[CH3:1])[C:12](=[O:17])[CH2:13]2)(=[O:28])=[O:27])=[CH:21][CH:20]=1, predict the reactants needed to synthesize it. The reactants are: [CH3:1][C:2]1[CH:3]=[N:4][CH:5]=[CH:6][C:7]=1[NH:8][CH2:9][CH2:10][N:11]1[CH2:16][CH2:15][NH:14][CH2:13][C:12]1=[O:17].[Cl:18][C:19]1[S:23][C:22]([CH:24]=[CH:25][S:26](Cl)(=[O:28])=[O:27])=[CH:21][CH:20]=1. (7) Given the product [CH:16]1[CH:17]=[C:18]2[C:13](=[C:14]([S:19]([N:1]3[CH2:2][CH2:3][NH:4][CH2:5][CH2:6][CH2:7]3)(=[O:21])=[O:20])[CH:15]=1)[CH:12]=[CH:11][N:10]=[CH:9]2, predict the reactants needed to synthesize it. The reactants are: [NH:1]1[CH2:7][CH2:6][CH2:5][NH:4][CH2:3][CH2:2]1.Cl.[CH:9]1[C:18]2[CH:17]=[CH:16][CH:15]=[C:14]([S:19](Cl)(=[O:21])=[O:20])[C:13]=2[CH:12]=[CH:11][N:10]=1. (8) Given the product [Cl:16][C:17]1[CH:22]=[CH:21][C:20]([CH2:23][N:1]2[CH:5]=[CH:4][CH:3]=[C:2]2[C:6]([O:8][CH3:9])=[O:7])=[CH:19][CH:18]=1, predict the reactants needed to synthesize it. The reactants are: [NH:1]1[CH:5]=[CH:4][CH:3]=[C:2]1[C:6]([O:8][CH3:9])=[O:7].C([O-])([O-])=O.[K+].[K+].[Cl:16][C:17]1[CH:22]=[CH:21][C:20]([CH2:23]Cl)=[CH:19][CH:18]=1.O. (9) The reactants are: [CH3:1][C:2]1[CH:7]=[C:6]([C:8]2[CH:9]=[CH:10][C:11]3[N:18]4[CH2:19][C@H:14]([CH2:15][CH2:16][CH2:17]4)[NH:13][C:12]=3[N:20]=2)[CH:5]=[CH:4][N:3]=1.C(N(CC)CC)C.ClC(Cl)(O[C:32](=[O:38])OC(Cl)(Cl)Cl)Cl.Cl.[CH3:41][C:42]1[N:43]=[C:44]([NH2:48])[S:45][C:46]=1[CH3:47]. Given the product [CH3:41][C:42]1[N:43]=[C:44]([NH:48][C:32]([N:13]2[C@@H:14]3[CH2:19][N:18]([CH2:17][CH2:16][CH2:15]3)[C:11]3[CH:10]=[CH:9][C:8]([C:6]4[CH:5]=[CH:4][N:3]=[C:2]([CH3:1])[CH:7]=4)=[N:20][C:12]2=3)=[O:38])[S:45][C:46]=1[CH3:47], predict the reactants needed to synthesize it.